Dataset: Catalyst prediction with 721,799 reactions and 888 catalyst types from USPTO. Task: Predict which catalyst facilitates the given reaction. Reactant: [NH2:1][C:2]1[CH:7]=[C:6]([C:8]([CH3:11])([CH3:10])[CH3:9])[CH:5]=[CH:4][C:3]=1[OH:12].Cl.[C:14](=N)(OC)[CH3:15]. Product: [C:8]([C:6]1[CH:5]=[CH:4][C:3]2[O:12][C:14]([CH3:15])=[N:1][C:2]=2[CH:7]=1)([CH3:9])([CH3:11])[CH3:10]. The catalyst class is: 5.